Dataset: Reaction yield outcomes from USPTO patents with 853,638 reactions. Task: Predict the reaction yield, written as a fraction of the theoretical maximum amount of product (1.0 means a 100% yield; for example, 0.34 means a 34% yield). (1) The reactants are [CH3:1][S:2]([C:5]1[C:13]2[N:12]([C@@H:14]([CH:21]3[CH2:26][CH2:25][O:24][CH2:23][CH2:22]3)[C:15]3[CH:20]=[CH:19][CH:18]=[CH:17][CH:16]=3)[C:11]3[CH:27]=[C:28]([C:31]4N(C)N=[N:33][C:32]=4[CH3:37])[CH:29]=[N:30][C:10]=3[C:9]=2[C:8]([O:38][CH3:39])=[CH:7][CH:6]=1)(=[O:4])=[O:3].FC1C2C3N=CC(C4C(C)=NOC=4C)=CC=3N([C@@H](C3CC[O:64][CH2:63][CH2:62]3)C3C=CC=CC=3)C=2C(S(C)(=O)=O)=CC=1. No catalyst specified. The product is [CH3:1][S:2]([C:5]1[C:13]2[N:12]([C@@H:14]([CH:21]3[CH2:26][CH2:25][O:24][CH2:23][CH2:22]3)[C:15]3[CH:16]=[CH:17][CH:18]=[CH:19][CH:20]=3)[C:11]3[CH:27]=[C:28]([C:31]4[C:32]([CH3:37])=[N:33][O:64][C:63]=4[CH3:62])[CH:29]=[N:30][C:10]=3[C:9]=2[C:8]([O:38][CH3:39])=[CH:7][CH:6]=1)(=[O:4])=[O:3]. The yield is 0.380. (2) The reactants are I[C:2]1[CH:12]=[CH:11][C:5]([C:6]([O:8][CH2:9][CH3:10])=[O:7])=[CH:4][CH:3]=1.[Cl-].[Li+].C([Mg]Cl)(C)C.[CH3:20][C:21]1([CH3:28])[CH2:24][CH:23]([C:25](Cl)=[O:26])[CH2:22]1. The catalyst is O1CCCC1.[Cu]I. The product is [CH3:20][C:21]1([CH3:28])[CH2:24][CH:23]([C:25]([C:2]2[CH:12]=[CH:11][C:5]([C:6]([O:8][CH2:9][CH3:10])=[O:7])=[CH:4][CH:3]=2)=[O:26])[CH2:22]1. The yield is 0.830. (3) The reactants are [Br:1][C:2]1[CH:7]=[CH:6][C:5]([C:8]2[C:9]3[C:14]([CH:15]=[C:16]4[C:21]=2[CH:20]=[CH:19][CH:18]=[CH:17]4)=[CH:13][CH:12]=[CH:11][CH:10]=3)=[CH:4][CH:3]=1.C1C(=O)N([Br:29])C(=O)C1. The catalyst is CN(C)C=O.O. The product is [Br:29][C:15]1[C:16]2[C:21]([C:8]([C:5]3[CH:6]=[CH:7][C:2]([Br:1])=[CH:3][CH:4]=3)=[C:9]3[C:14]=1[CH:13]=[CH:12][CH:11]=[CH:10]3)=[CH:20][CH:19]=[CH:18][CH:17]=2. The yield is 0.770. (4) The reactants are [CH3:1][O:2][C:3]1[CH:4]=[C:5]([CH:48]=[CH:49][C:50]=1[O:51][CH3:52])[CH2:6][O:7][CH2:8][C@@H:9]([O:22][CH2:23]/[CH:24]=[C:25](/[CH3:47])\[CH2:26][CH2:27]/[CH:28]=[CH:29]/[C:30]([CH3:46])([CH3:45])[CH2:31][CH2:32][C:33](=[CH2:44])[CH2:34]/[CH:35]=[C:36](\[CH3:43])/[CH2:37][CH2:38][CH:39]=[C:40]([CH3:42])[CH3:41])[CH2:10][O:11][Si](C(C)C)(C(C)C)C(C)C.[F-].C([N+](CCCC)(CCCC)CCCC)CCC. The catalyst is O1CCCC1.[Cl-].[Na+].O. The product is [CH3:1][O:2][C:3]1[CH:4]=[C:5]([CH:48]=[CH:49][C:50]=1[O:51][CH3:52])[CH2:6][O:7][CH2:8][C@@H:9]([O:22][CH2:23]/[CH:24]=[C:25](/[CH3:47])\[CH2:26][CH2:27]/[CH:28]=[CH:29]/[C:30]([CH3:46])([CH3:45])[CH2:31][CH2:32][C:33](=[CH2:44])[CH2:34]/[CH:35]=[C:36](\[CH3:43])/[CH2:37][CH2:38][CH:39]=[C:40]([CH3:41])[CH3:42])[CH2:10][OH:11]. The yield is 0.970. (5) The reactants are [O:1]1[CH2:6][CH2:5][N:4]([CH2:7][CH2:8][O:9][C:10]2[CH:11]=[C:12]([CH:18]=[CH:19][C:20]=2[C:21]#[C:22][C:23]([CH3:26])([CH3:25])[CH3:24])[C:13]([O:15]CC)=[O:14])[CH2:3][CH2:2]1.CO. The catalyst is O. The product is [CH3:24][C:23]([CH3:26])([CH3:25])[C:22]#[C:21][C:20]1[CH:19]=[CH:18][C:12]([C:13]([OH:15])=[O:14])=[CH:11][C:10]=1[O:9][CH2:8][CH2:7][N:4]1[CH2:5][CH2:6][O:1][CH2:2][CH2:3]1. The yield is 0.700. (6) The yield is 0.720. The product is [NH2:21][C:17]1[CH:16]=[C:15]2[C:20](=[CH:19][CH:18]=1)[C:12](=[C:5]1[C:4]3[C:8](=[CH:9][CH:10]=[C:2]([Cl:1])[CH:3]=3)[NH:7][C:6]1=[O:11])[O:13][CH2:14]2. The reactants are [Cl:1][C:2]1[CH:3]=[C:4]2[C:8](=[CH:9][CH:10]=1)[NH:7][C:6](=[O:11])[C:5]2=[C:12]1[C:20]2[C:15](=[CH:16][C:17]([NH:21]C(C3C=CC=CC=3)(C3C=CC=CC=3)C3C=CC=CC=3)=[CH:18][CH:19]=2)[CH2:14][O:13]1.Cl.CO.CO. The catalyst is C1COCC1. (7) The reactants are [NH2:1][OH:2].[CH3:3][N:4]1[CH:8]=[CH:7][C:6]([CH3:9])=[C:5]1[C:10]1[N:14]([C:15]2[CH:20]=[CH:19][C:18]([OH:21])=[CH:17][C:16]=2[F:22])[N:13]=[C:12]([CH3:23])[C:11]=1[C:24]#[N:25]. The catalyst is CO. The product is [CH3:3][N:4]1[CH:8]=[CH:7][C:6]([CH3:9])=[C:5]1[C:10]1[N:14]([C:15]2[CH:20]=[CH:19][C:18]([OH:21])=[CH:17][C:16]=2[F:22])[N:13]=[C:12]([CH3:23])[C:11]=1[C:24](=[N:1][OH:2])[NH2:25]. The yield is 0.390.